From a dataset of Forward reaction prediction with 1.9M reactions from USPTO patents (1976-2016). Predict the product of the given reaction. (1) Given the reactants Cl.[CH3:2][NH:3][O:4][CH3:5].C[Al](C)C.[C:10]1([CH2:16][CH2:17][C:18]([O:20]C)=O)[CH:15]=[CH:14][CH:13]=[CH:12][CH:11]=1, predict the reaction product. The product is: [CH3:5][O:4][N:3]([CH3:2])[C:18](=[O:20])[CH2:17][CH2:16][C:10]1[CH:11]=[CH:12][CH:13]=[CH:14][CH:15]=1. (2) Given the reactants [OH:1][C:2]1[CH:9]=[CH:8][C:7]([O:10][CH3:11])=[CH:6][C:3]=1[CH:4]=[O:5].C([O-])([O-])=O.[Cs+].[Cs+].[Na+].[I-].Cl[CH2:21][CH2:22][N:23]1[CH2:28][CH2:27][CH2:26][CH2:25][CH2:24]1.Cl, predict the reaction product. The product is: [CH3:11][O:10][C:7]1[CH:8]=[CH:9][C:2]([O:1][CH2:21][CH2:22][N:23]2[CH2:28][CH2:27][CH2:26][CH2:25][CH2:24]2)=[C:3]([CH:6]=1)[CH:4]=[O:5]. (3) Given the reactants [N:1]1[C:2]([CH2:10][CH2:11][NH2:12])=[CH:3][N:4]2[CH:9]=[CH:8][CH:7]=[CH:6][C:5]=12.[CH3:13][N:14]1[CH:19]=[C:18]([CH2:20]Cl)[C:17]([C:22](OC)=[O:23])=[C:16]([Cl:26])[C:15]1=[O:27], predict the reaction product. The product is: [Cl:26][C:16]1[C:15](=[O:27])[N:14]([CH3:13])[CH:19]=[C:18]2[CH2:20][N:12]([CH2:11][CH2:10][C:2]3[N:1]=[C:5]4[CH:6]=[CH:7][CH:8]=[CH:9][N:4]4[CH:3]=3)[C:22](=[O:23])[C:17]=12. (4) Given the reactants [CH3:1][O:2][C:3]([NH:5][C@H:6]([C:56]1[CH:61]=[CH:60][CH:59]=[CH:58][CH:57]=1)C(N1CCC[C@H]1C1NC2C=CC3C(=CC=C4C5C=CC(C6NC([C@H]7CCCN7C(=O)[C@@H](NC(=O)OC)C(C)C)=NC=6)=CC=5COC4=3)C=2N=1)=O)=[O:4].C[O:63][C:64]([NH:66][C@H:67]([C:71]([N:73]1[CH2:77][CH2:76][CH2:75][C@@H:74]1[C:78]1[NH:79][C:80]([C:83]2[CH:84]=[CH:85][C:86]3[C:115]4[C:91](=[C:92]5[C:112](=[CH:113][CH:114]=4)[C:96]4[N:97]=[C:98]([C@@H:100]6[CH2:104][CH2:103][CH2:102][N:101]6[C:105](OC(C)(C)C)=[O:106])[NH:99][C:95]=4[CH:94]=[CH:93]5)[O:90][CH2:89][C:87]=3[CH:88]=2)=[CH:81][N:82]=1)=[O:72])[CH:68]([CH3:70])[CH3:69])=[O:65], predict the reaction product. The product is: [CH3:1][O:2][C:3]([NH:5][CH:6]([C:56]1[CH:61]=[CH:60][CH:59]=[CH:58][CH:57]=1)[C:105]([N:101]1[CH2:102][CH2:103][CH2:104][CH:100]1[C:98]1[NH:97][C:96]2[C:112]3[C:92]([CH2:93][CH2:94][C:95]=2[N:99]=1)=[CH:91][C:115]1[C:86]2[C:87]([CH2:89][O:90][C:114]=1[CH:113]=3)=[CH:88][C:83]([C:80]1[NH:79][C:78]([CH:74]3[CH2:75][CH2:76][CH2:77][N:73]3[C:71](=[O:72])[CH:67]([NH:66][C:64](=[O:65])[OH:63])[CH:68]([CH3:69])[CH3:70])=[N:82][CH:81]=1)=[CH:84][CH:85]=2)=[O:106])=[O:4]. (5) Given the reactants [Br:1][C:2]1[C:18]([CH3:19])=[CH:17][C:5]([O:6][CH2:7][CH2:8][C:9]([N:11]2[CH2:14][C:13]([F:16])([F:15])[CH2:12]2)=O)=[CH:4][C:3]=1[CH3:20].B.C1COCC1, predict the reaction product. The product is: [Br:1][C:2]1[C:3]([CH3:20])=[CH:4][C:5]([O:6][CH2:7][CH2:8][CH2:9][N:11]2[CH2:14][C:13]([F:16])([F:15])[CH2:12]2)=[CH:17][C:18]=1[CH3:19]. (6) Given the reactants [CH2:1]([N:3]1[C:11]2[C:6](=[CH:7][CH:8]=[C:9]([O:12][CH3:13])[CH:10]=2)[CH:5]=[CH:4]1)[CH3:2].O=P(Cl)(Cl)Cl.CN([CH:22]=[O:23])C, predict the reaction product. The product is: [CH2:1]([N:3]1[C:11]2[C:6](=[CH:7][CH:8]=[C:9]([O:12][CH3:13])[CH:10]=2)[C:5]([CH:22]=[O:23])=[CH:4]1)[CH3:2].